The task is: Predict which catalyst facilitates the given reaction.. This data is from Catalyst prediction with 721,799 reactions and 888 catalyst types from USPTO. (1) Reactant: O.CC(C)([O-])C.[Na+].CS(O)(=O)=O.[CH2:13]([C@@H:15]1[CH2:24][C@H:23]([NH2:25])[C:22]2[C:17](=[CH:18][CH:19]=[C:20]([C:26]([F:29])([F:28])[F:27])[CH:21]=2)[NH:16]1)[CH3:14]. Product: [CH2:13]([C@@H:15]1[CH2:24][C@H:23]([NH2:25])[C:22]2[C:17](=[CH:18][CH:19]=[C:20]([C:26]([F:29])([F:27])[F:28])[CH:21]=2)[NH:16]1)[CH3:14]. The catalyst class is: 11. (2) Reactant: C(=O)([O-])[O-].[Cs+].[Cs+].Cl.Cl.[NH:9]1[CH2:12][CH:11]([C:13]2[NH:17][C:16]3[CH:18]=[CH:19][C:20]([CH3:22])=[CH:21][C:15]=3[N:14]=2)[CH2:10]1.[Cl:23][C:24]1[C:25](F)=[N:26][CH:27]=[CH:28][CH:29]=1. Product: [Cl:23][C:24]1[C:25]([N:9]2[CH2:12][CH:11]([C:13]3[NH:17][C:16]4[CH:18]=[CH:19][C:20]([CH3:22])=[CH:21][C:15]=4[N:14]=3)[CH2:10]2)=[N:26][CH:27]=[CH:28][CH:29]=1. The catalyst class is: 37. (3) Reactant: Cl.[NH:2]1[CH2:7][CH2:6][C:5](=[CH:8][C:9]2[CH:10]=[C:11]([CH:23]=[CH:24][CH:25]=2)[O:12][C:13]2[CH:18]=[CH:17][C:16]([C:19]([F:22])([F:21])[F:20])=[CH:15][N:14]=2)[CH2:4][CH2:3]1.[N:26]1[CH:31]=[CH:30][CH:29]=[C:28]([NH:32][C:33](=O)[O:34]CC)[N:27]=1.NC1N=NC=CC=1.C(N(CC)CC)C. Product: [N:26]1[CH:31]=[CH:30][CH:29]=[C:28]([NH:32][C:33]([N:2]2[CH2:7][CH2:6][C:5](=[CH:8][C:9]3[CH:25]=[CH:24][CH:23]=[C:11]([O:12][C:13]4[CH:18]=[CH:17][C:16]([C:19]([F:22])([F:20])[F:21])=[CH:15][N:14]=4)[CH:10]=3)[CH2:4][CH2:3]2)=[O:34])[N:27]=1. The catalyst class is: 10.